Dataset: Full USPTO retrosynthesis dataset with 1.9M reactions from patents (1976-2016). Task: Predict the reactants needed to synthesize the given product. (1) Given the product [F:22][C:23]([F:32])([F:33])[C:24]1[CH:31]=[CH:30][C:27]([CH2:28][O:1][N:2]=[C:3]([C:6]2[CH:11]=[CH:10][C:9]([NH:12][C:13](=[O:15])[CH3:14])=[CH:8][CH:7]=2)[CH2:4][CH3:5])=[CH:26][CH:25]=1, predict the reactants needed to synthesize it. The reactants are: [OH:1][N:2]=[C:3]([C:6]1[CH:11]=[CH:10][C:9]([NH:12][C:13](=[O:15])[CH3:14])=[CH:8][CH:7]=1)[CH2:4][CH3:5].C(=O)([O-])[O-].[Cs+].[Cs+].[F:22][C:23]([F:33])([F:32])[C:24]1[CH:31]=[CH:30][C:27]([CH2:28]Br)=[CH:26][CH:25]=1. (2) Given the product [CH3:14][O:12][C:11]([C:10]1[C:5]2[O:4][CH2:3][CH2:2][O:1][C:6]=2[CH:7]=[CH:8][CH:9]=1)=[O:13], predict the reactants needed to synthesize it. The reactants are: [O:1]1[C:6]2[CH:7]=[CH:8][CH:9]=[C:10]([C:11]([OH:13])=[O:12])[C:5]=2[O:4][CH2:3][CH2:2]1.[C:14](Cl)(=O)C. (3) The reactants are: [NH:1]1[CH2:6][CH2:5][C:4](=O)[CH2:3][C:2]1=[O:8].[F:9][C:10]1[CH:16]=[CH:15][C:13]([NH2:14])=[CH:12][CH:11]=1.CO. Given the product [F:9][C:10]1[CH:16]=[CH:15][C:13]([NH:14][C:4]2[CH2:5][CH2:6][NH:1][C:2](=[O:8])[CH:3]=2)=[CH:12][CH:11]=1, predict the reactants needed to synthesize it. (4) Given the product [Cl:8][C:6]1[N:5]=[CH:4][C:3]2[CH2:9][N:10]([C:11](=[O:13])[CH3:12])[C:14]3[CH:19]=[CH:18][CH:17]=[CH:16][C:15]=3[CH:20]=[CH:21][C:2]=2[CH:7]=1, predict the reactants needed to synthesize it. The reactants are: Cl[C:2]1[CH:7]=[C:6]([Cl:8])[N:5]=[CH:4][C:3]=1[CH2:9][N:10]([C:14]1[CH:19]=[CH:18][CH:17]=[CH:16][C:15]=1[CH:20]=[CH2:21])[C:11](=[O:13])[CH3:12].C(N1C2C=CC=CC=2C=CC2N=C(Cl)C(F)=CC=2C1)(=O)C. (5) Given the product [NH2:9][C:7]1[CH:6]=[C:5]([NH:10][S:14]([CH3:13])(=[O:16])=[O:15])[CH:4]=[C:3]([C:2]([F:11])([F:12])[F:1])[CH:8]=1, predict the reactants needed to synthesize it. The reactants are: [F:1][C:2]([F:12])([F:11])[C:3]1[CH:4]=[C:5]([NH2:10])[CH:6]=[C:7]([NH2:9])[CH:8]=1.[CH3:13][S:14](Cl)(=[O:16])=[O:15].